This data is from NCI-60 drug combinations with 297,098 pairs across 59 cell lines. The task is: Regression. Given two drug SMILES strings and cell line genomic features, predict the synergy score measuring deviation from expected non-interaction effect. Cell line: UACC-257. Synergy scores: CSS=15.1, Synergy_ZIP=-4.19, Synergy_Bliss=-0.198, Synergy_Loewe=-0.155, Synergy_HSA=-0.119. Drug 1: C1=NC2=C(N=C(N=C2N1C3C(C(C(O3)CO)O)F)Cl)N. Drug 2: C1CN(CCN1C(=O)CCBr)C(=O)CCBr.